Dataset: NCI-60 drug combinations with 297,098 pairs across 59 cell lines. Task: Regression. Given two drug SMILES strings and cell line genomic features, predict the synergy score measuring deviation from expected non-interaction effect. (1) Drug 1: COC1=NC(=NC2=C1N=CN2C3C(C(C(O3)CO)O)O)N. Drug 2: COCCOC1=C(C=C2C(=C1)C(=NC=N2)NC3=CC=CC(=C3)C#C)OCCOC.Cl. Cell line: CCRF-CEM. Synergy scores: CSS=58.4, Synergy_ZIP=0.633, Synergy_Bliss=0.0942, Synergy_Loewe=-13.9, Synergy_HSA=-0.966. (2) Synergy scores: CSS=13.4, Synergy_ZIP=-2.23, Synergy_Bliss=-1.24, Synergy_Loewe=-6.61, Synergy_HSA=0.232. Drug 1: C1=CC(=CC=C1CCC2=CNC3=C2C(=O)NC(=N3)N)C(=O)NC(CCC(=O)O)C(=O)O. Drug 2: CC1=C(C(CCC1)(C)C)C=CC(=CC=CC(=CC(=O)O)C)C. Cell line: DU-145.